Predict which catalyst facilitates the given reaction. From a dataset of Catalyst prediction with 721,799 reactions and 888 catalyst types from USPTO. (1) Reactant: Br[C:2]1[N:10]([CH2:11][C:12]2[CH:17]=[CH:16][CH:15]=[C:14]([Cl:18])[CH:13]=2)[C:9]2[C:4](=[N:5][C:6]([Cl:19])=[CH:7][CH:8]=2)[CH:3]=1.C([Sn](CCCC)(CCCC)[C:25]1[N:26]=[CH:27][N:28]([C:30]([C:43]2[CH:48]=[CH:47][CH:46]=[CH:45][CH:44]=2)([C:37]2[CH:42]=[CH:41][CH:40]=[CH:39][CH:38]=2)[C:31]2[CH:36]=[CH:35][CH:34]=[CH:33][CH:32]=2)[CH:29]=1)CCC. Product: [Cl:19][C:6]1[N:5]=[C:4]2[CH:3]=[C:2]([C:25]3[N:26]=[CH:27][N:28]([C:30]([C:31]4[CH:36]=[CH:35][CH:34]=[CH:33][CH:32]=4)([C:43]4[CH:44]=[CH:45][CH:46]=[CH:47][CH:48]=4)[C:37]4[CH:38]=[CH:39][CH:40]=[CH:41][CH:42]=4)[CH:29]=3)[N:10]([CH2:11][C:12]3[CH:17]=[CH:16][CH:15]=[C:14]([Cl:18])[CH:13]=3)[C:9]2=[CH:8][CH:7]=1. The catalyst class is: 109. (2) Reactant: [Br:1][C:2]1[CH:7]=[C:6]([O:8]C)[CH:5]=[CH:4][C:3]=1[CH2:10][C:11]([OH:13])=[O:12].BrB(Br)Br.O. Product: [Br:1][C:2]1[CH:7]=[C:6]([OH:8])[CH:5]=[CH:4][C:3]=1[CH2:10][C:11]([OH:13])=[O:12]. The catalyst class is: 4. (3) Reactant: [C:1]([O:5][CH3:6])(=[O:4])[CH2:2][SH:3].C[O-].[Na+].Cl[C:11]([C:15]1[CH:20]=[CH:19][CH:18]=[C:17]([Cl:21])[CH:16]=1)=[CH:12][C:13]#[N:14]. Product: [CH3:6][O:5][C:1]([C:2]1[S:3][C:11]([C:15]2[CH:20]=[CH:19][CH:18]=[C:17]([Cl:21])[CH:16]=2)=[CH:12][C:13]=1[NH2:14])=[O:4]. The catalyst class is: 5. (4) Reactant: [Cl:1][C:2]1[S:6][C:5]([C:7]2[N:8]=[C:9](O)[C:10]3[CH2:15][CH:14]([CH3:16])[CH2:13][C:11]=3[N:12]=2)=[CH:4][CH:3]=1.O=P(Cl)(Cl)[Cl:20]. Product: [Cl:20][C:9]1[C:10]2[CH2:15][CH:14]([CH3:16])[CH2:13][C:11]=2[N:12]=[C:7]([C:5]2[S:6][C:2]([Cl:1])=[CH:3][CH:4]=2)[N:8]=1. The catalyst class is: 6. (5) Reactant: COC1C=C[C:6]([C@@H:9]([N:11]([CH2:22][C:23]2[N:24]=[C:25]3[CH:30]=[CH:29][CH:28]=[C:27]([N:31]4[CH2:36][CH2:35][N:34]([CH3:37])[CH2:33][CH2:32]4)[N:26]3[CH:38]=2)[C@@H:12]2[C:21]3[N:20]=[CH:19][CH:18]=[CH:17][C:16]=3[CH2:15][CH2:14][CH2:13]2)[CH3:10])=CC=1. Product: [CH3:10][CH:9]([N:11]([CH2:22][C:23]1[N:24]=[C:25]2[CH:30]=[CH:29][CH:28]=[C:27]([N:31]3[CH2:32][CH2:33][N:34]([CH3:37])[CH2:35][CH2:36]3)[N:26]2[CH:38]=1)[C@@H:12]1[C:21]2[N:20]=[CH:19][CH:18]=[CH:17][C:16]=2[CH2:15][CH2:14][CH2:13]1)[CH3:6]. The catalyst class is: 21. (6) Reactant: [OH:1][CH2:2][C@@H:3]1[CH2:8][O:7][CH2:6][CH2:5][N:4]1[C:9]([O:11][C:12]([CH3:15])([CH3:14])[CH3:13])=[O:10].CC(OI1(OC(C)=O)(OC(C)=O)OC(=O)C2C=CC=CC1=2)=O. Product: [CH:2]([C@@H:3]1[CH2:8][O:7][CH2:6][CH2:5][N:4]1[C:9]([O:11][C:12]([CH3:15])([CH3:14])[CH3:13])=[O:10])=[O:1]. The catalyst class is: 2. (7) Reactant: [F:1][C:2]1[CH:7]=[CH:6][C:5]([CH:8]([O:12][CH3:13])[C:9]([OH:11])=O)=[CH:4][CH:3]=1.C1CCC(N=C=NC2CCCCC2)CC1.[CH3:29][O:30][C:31]1[CH:32]=[C:33]([C:39]2[CH:43]=[CH:42][NH:41][N:40]=2)[CH:34]=[CH:35][C:36]=1[O:37][CH3:38]. Product: [CH3:29][O:30][C:31]1[CH:32]=[C:33]([C:39]2[CH:43]=[CH:42][N:41]([C:9](=[O:11])[CH:8]([C:5]3[CH:4]=[CH:3][C:2]([F:1])=[CH:7][CH:6]=3)[O:12][CH3:13])[N:40]=2)[CH:34]=[CH:35][C:36]=1[O:37][CH3:38]. The catalyst class is: 49. (8) Reactant: [CH3:1][C:2]1[CH:7]=[CH:6][C:5]([NH:8][C:9]([C:11]2[CH:16]=[CH:15][C:14]([CH2:17][N:18]3[CH2:23][CH2:22][N:21]([CH3:24])[CH2:20][CH2:19]3)=[CH:13][CH:12]=2)=[O:10])=[CH:4][C:3]=1[NH:25][C:26]1[N:31]=[C:30]([C:32]2[CH:37]=[CH:36][CH:35]=[N:34][CH:33]=2)[CH:29]=[CH:28][N:27]=1.[CH3:38][S:39]([OH:42])(=[O:41])=[O:40]. Product: [CH3:1][C:2]1[CH:7]=[CH:6][C:5]([NH:8][C:9]([C:11]2[CH:12]=[CH:13][C:14]([CH2:17][N:18]3[CH2:19][CH2:20][N:21]([CH3:24])[CH2:22][CH2:23]3)=[CH:15][CH:16]=2)=[O:10])=[CH:4][C:3]=1[NH:25][C:26]1[N:27]=[CH:28][CH:29]=[C:30]([C:32]2[CH:37]=[CH:36][CH:35]=[N:34][CH:33]=2)[N:31]=1.[CH3:38][S:39]([OH:42])(=[O:41])=[O:40]. The catalyst class is: 22.